From a dataset of TCR-epitope binding with 47,182 pairs between 192 epitopes and 23,139 TCRs. Binary Classification. Given a T-cell receptor sequence (or CDR3 region) and an epitope sequence, predict whether binding occurs between them. The epitope is RPRGEVRFL. The TCR CDR3 sequence is CASSDRAQPQHF. Result: 0 (the TCR does not bind to the epitope).